This data is from Full USPTO retrosynthesis dataset with 1.9M reactions from patents (1976-2016). The task is: Predict the reactants needed to synthesize the given product. (1) Given the product [CH3:38][CH:37]([O:39][C:16](=[O:17])[CH2:15][O:14][C:11]1[CH:10]=[CH:9][CH:8]=[C:7]2[C:12]=1[CH2:13][CH:4]1[CH2:3][CH:2]([OH:1])[CH:19]([CH2:20][CH2:21][CH:22]([OH:28])[CH2:23][CH2:24][CH2:25][CH2:26][CH3:27])[CH:5]1[CH2:6]2)[CH:36]([CH3:40])[CH3:35], predict the reactants needed to synthesize it. The reactants are: [OH:1][CH:2]1[CH:19]([CH2:20][CH2:21][CH:22]([O:28]C2CCCCO2)[CH2:23][CH2:24][CH2:25][CH2:26][CH3:27])[CH:5]2[CH2:6][C:7]3[C:12]([CH2:13][CH:4]2[CH2:3]1)=[C:11]([O:14][CH2:15][C:16](O)=[O:17])[CH:10]=[CH:9][CH:8]=3.[CH3:35][CH:36]([CH3:40])[CH:37]([OH:39])[CH3:38].C(Cl)CCl. (2) The reactants are: O[C:2]1([C:15]2[CH:16]=[N:17][CH:18]=[CH:19][CH:20]=2)[CH2:8][CH:7]2[CH2:9][CH:3]1[CH2:4][N:5](C(OCC)=O)[CH2:6]2.S(Cl)(Cl)=O.[OH-].[K+]. Given the product [N:17]1[CH:18]=[CH:19][CH:20]=[C:15]([C:2]2[CH:3]3[CH2:9][CH:7]([CH:8]=2)[CH2:6][NH:5][CH2:4]3)[CH:16]=1, predict the reactants needed to synthesize it.